From a dataset of Peptide-MHC class I binding affinity with 185,985 pairs from IEDB/IMGT. Regression. Given a peptide amino acid sequence and an MHC pseudo amino acid sequence, predict their binding affinity value. This is MHC class I binding data. (1) The peptide sequence is AKATGRYNL. The MHC is HLA-B46:01 with pseudo-sequence HLA-B46:01. The binding affinity (normalized) is 0.0847. (2) The peptide sequence is VIPDELIDVL. The MHC is HLA-A02:01 with pseudo-sequence HLA-A02:01. The binding affinity (normalized) is 0.0385. (3) The peptide sequence is SETFSMGLL. The MHC is HLA-B40:01 with pseudo-sequence HLA-B40:01. The binding affinity (normalized) is 0.883. (4) The peptide sequence is ALYLLDGLR. The MHC is HLA-A31:01 with pseudo-sequence HLA-A31:01. The binding affinity (normalized) is 0.568. (5) The MHC is HLA-B08:02 with pseudo-sequence HLA-B08:02. The binding affinity (normalized) is 0.0847. The peptide sequence is YTDLTYQSF.